Dataset: Drug-target binding data from BindingDB using IC50 measurements. Task: Regression. Given a target protein amino acid sequence and a drug SMILES string, predict the binding affinity score between them. We predict pIC50 (pIC50 = -log10(IC50 in M); higher means more potent). Dataset: bindingdb_ic50. (1) The compound is N=C1N[C@H]2[C@H](COC(=O)NC3CCCCC3)NC(=N)N3CCC(O)(O)[C@]23N1. The target protein (P15390) has sequence MASSSLPNLVPPGPHCLRPFTPESLAAIEQRAVEEEARLQRNKQMEIEEPERKPRSDLEAGKNLPLIYGDPPPEVIGIPLEDLDPYYSDKKTFIVLNKGKAIFRFSATPALYLLSPFSIVRRVAIKVLIHALFSMFIMITILTNCVFMTMSNPPSWSKHVEYTFTGIYTFESLIKMLARGFCIDDFTFLRDPWNWLDFSVITMAYVTEFVDLGNISALRTFRVLRALKTITVIPGLKTIVGALIQSVKKLSDVMILTVFCLSVFALVGLQLFMGNLRQKCVRWPPPMNDTNTTWYGNDTWYSNDTWYGNDTWYINDTWNSQESWAGNSTFDWEAYINDEGNFYFLEGSNDALLCGNSSDAGHCPEGYECIKAGRNPNYGYTSYDTFSWAFLALFRLMTQDYWENLFQLTLRAAGKTYMIFFVVIIFLGSFYLINLILAVVAMAYAEQNEATLAEDQEKEEEFQQMLEKYKKHQEELEKAKAAQALESGEEADGDPTHNKD.... The pIC50 is 6.6. (2) The drug is COc1ccc2nc(C)cc(N=NCc3ccc([N+](=O)[O-])cc3)c2c1. The target protein sequence is MMLNKKVVALCTLTLHLFCIFLCLGKEVRSEENGKIQDDAKKIVSELRFLEKVEDVIEKSNIGGNEVDADENSFNPDTEVPIEEIEEIKMRELKDVKEEKNKNDNHNNNNNNNNISSSSSSSSNTFGEEKEEVSKKKKKLRLIVSENHATTPSFFQESLLEPDVLSFLESKGNLSNLKNINSMIIELKEDTTDDELISYIKILEEKGALIESDKLVSADNIDISGIKDAIRRGEENIDVNDYKSMLEVENDAEDYDKMFGMFNESHAATSKRKRHSTNERGYDTFSSPSYKTYSKSDYLYDDDNNNNNYYYSHSSNGHNSSSRNSSSSRSRPGKYHFNDEFRNLQWGLDLSRLDETQELINEHQVMSTRICVIDSGIDYNHPDLKDNIELNLKELHGRKGFDDDNNGIVDDIYGANFVNNSGNPMDDNYHGTHVSGIISAIGNNNIGVVGVDVNSKLIICKALDEHKLGRLGDMFKCLDYCISRNAHMINGSFSFDEYSG.... The pIC50 is 4.7.